This data is from Forward reaction prediction with 1.9M reactions from USPTO patents (1976-2016). The task is: Predict the product of the given reaction. (1) Given the reactants [O-:1][C:2]1[CH:7]=[CH:6][CH:5]=[CH:4][CH:3]=1.[K+:8].[C:9](=[O:11])=[O:10], predict the reaction product. The product is: [OH:1][C:2]1[CH:7]=[CH:6][C:5]([C:9]([O-:11])=[O:10])=[CH:4][CH:3]=1.[K+:8]. (2) The product is: [NH2:1][C@H:2]1[CH2:7][CH2:6][CH2:5][CH2:4][C@H:3]1[NH:8][C:9]1[N:14]=[C:13]([NH:35][C:34]2[CH:36]=[CH:37][C:38]([C:39]3[O:43][CH:42]=[N:41][CH:40]=3)=[C:32]([O:31][CH3:30])[CH:33]=2)[C:12]([C:27]([NH2:29])=[O:28])=[CH:11][N:10]=1. Given the reactants [NH2:1][C@H:2]1[CH2:7][CH2:6][CH2:5][CH2:4][C@H:3]1[NH:8][C:9]1[N:14]=[C:13](NC2C=CC(C3ON=CC=3)=CC=2)[C:12]([C:27]([NH2:29])=[O:28])=[CH:11][N:10]=1.[CH3:30][O:31][C:32]1[CH:33]=[C:34]([CH:36]=[CH:37][C:38]=1[C:39]1[O:43][CH:42]=[N:41][CH:40]=1)[NH2:35], predict the reaction product. (3) Given the reactants [Cl:1][C:2]1[CH:3]=[C:4]([CH:6]=[CH:7][CH:8]=1)[NH2:5].[F:9][C:10]1[C:17]([F:18])=[CH:16][C:13]([CH:14]=O)=[C:12]([N+:19]([O-])=O)[CH:11]=1.[O-]S([O-])(=O)=O.[Na+].[Na+].[In].II, predict the reaction product. The product is: [Cl:1][C:2]1[CH:3]=[C:4]([NH:5][C:14]2[N:5]([C:4]3[CH:6]=[CH:7][CH:8]=[C:2]([Cl:1])[CH:3]=3)[N:19]=[C:12]3[C:13]=2[CH:16]=[C:17]([F:18])[C:10]([F:9])=[CH:11]3)[CH:6]=[CH:7][CH:8]=1.